This data is from Forward reaction prediction with 1.9M reactions from USPTO patents (1976-2016). The task is: Predict the product of the given reaction. (1) The product is: [NH2:1][C:2]1[C:3]2[C:10]([C:11]3[CH:16]=[CH:15][C:14]([NH:17][C:18](=[O:26])[O:19][CH:20]4[CH2:21][CH2:22][O:37][CH2:25]4)=[C:13]([O:27][CH3:28])[CH:12]=3)=[CH:9][N:8]([CH:29]3[CH2:30][CH2:31][O:32][CH2:33][CH2:34]3)[C:4]=2[N:5]=[CH:6][N:7]=1. Given the reactants [NH2:1][C:2]1[C:3]2[C:10]([C:11]3[CH:16]=[CH:15][C:14]([NH:17][C:18](=[O:26])[O:19][C:20]4[CH:25]=CC=[CH:22][CH:21]=4)=[C:13]([O:27][CH3:28])[CH:12]=3)=[CH:9][N:8]([CH:29]3[CH2:34][CH2:33][O:32][CH2:31][CH2:30]3)[C:4]=2[N:5]=[CH:6][N:7]=1.C1OC[O:37]C1CO, predict the reaction product. (2) Given the reactants [O:1]1[CH2:6][CH2:5][CH:4]([CH2:7][OH:8])[CH2:3][CH2:2]1.[H-].[Na+].[C:11]([C:13]1[CH:14]=[C:15]([S:20]([NH2:23])(=[O:22])=[O:21])[CH:16]=[CH:17][C:18]=1F)#[N:12].Cl, predict the reaction product. The product is: [C:11]([C:13]1[CH:14]=[C:15]([S:20]([NH2:23])(=[O:22])=[O:21])[CH:16]=[CH:17][C:18]=1[O:8][CH2:7][CH:4]1[CH2:5][CH2:6][O:1][CH2:2][CH2:3]1)#[N:12]. (3) Given the reactants CO[CH:3]1[CH2:7][CH2:6][CH:5](OC)[O:4]1.Cl.[CH2:11]([NH2:18])[C:12]1[CH:17]=[CH:16][CH:15]=[CH:14][CH:13]=1.[CH2:19]([C:26](O)=O)[C:20](CC(O)=O)=O.[OH-].[Na+].[Cl-].[Na+], predict the reaction product. The product is: [CH2:11]([N:18]1[CH:6]2[CH2:5][CH2:26][CH:19]1[CH2:20][C:3](=[O:4])[CH2:7]2)[C:12]1[CH:17]=[CH:16][CH:15]=[CH:14][CH:13]=1. (4) Given the reactants [C:1]1([C@H:11]([N:13]([CH2:21][C@@H:22]2[C@@H:26]([C:27]3[CH:32]=[CH:31][CH:30]=[CH:29][CH:28]=3)[CH2:25][NH:24][CH2:23]2)[C:14](=[O:20])[O:15][C:16]([CH3:19])([CH3:18])[CH3:17])[CH3:12])[C:10]2[C:5](=[CH:6][CH:7]=[CH:8][CH:9]=2)[CH:4]=[CH:3][CH:2]=1.[OH:33][C:34]1[CH:42]=[CH:41][C:37]([C:38](O)=[O:39])=[CH:36][CH:35]=1, predict the reaction product. The product is: [OH:33][C:34]1[CH:42]=[CH:41][C:37]([C:38]([N:24]2[CH2:25][C@H:26]([C:27]3[CH:28]=[CH:29][CH:30]=[CH:31][CH:32]=3)[C@@H:22]([CH2:21][N:13]([C@@H:11]([C:1]3[C:10]4[C:5](=[CH:6][CH:7]=[CH:8][CH:9]=4)[CH:4]=[CH:3][CH:2]=3)[CH3:12])[C:14](=[O:20])[O:15][C:16]([CH3:18])([CH3:19])[CH3:17])[CH2:23]2)=[O:39])=[CH:36][CH:35]=1. (5) Given the reactants [CH3:1][O:2][C:3]([C:5]1[CH:13]=[C:12]2[C:8]([C:9]([CH:15]3[CH2:20][CH2:19][CH2:18][CH2:17][CH2:16]3)=[C:10](Br)[NH:11]2)=[CH:7][CH:6]=1)=[O:4].N1[C:29]2[C:24](=[CH:25][CH:26]=[C:27]([C:30](OC)=[O:31])[CH:28]=2)C=C1.OCC1C=CC=CC=1B(O)O.C([O-])([O-])=O.[Na+].[Na+], predict the reaction product. The product is: [CH:15]1([C:9]2[C:8]3[C:12](=[CH:13][C:5]([C:3]([O:2][CH3:1])=[O:4])=[CH:6][CH:7]=3)[NH:11][C:10]=2[C:26]2[CH:25]=[CH:24][CH:29]=[CH:28][C:27]=2[CH2:30][OH:31])[CH2:20][CH2:19][CH2:18][CH2:17][CH2:16]1. (6) Given the reactants [Cl:1][C:2]1[N:3]=[N:4][C:5]([C:8]2[CH:9]=[N:10][NH:11][CH:12]=2)=[CH:6][CH:7]=1.Br[CH:14]([CH3:16])[CH3:15].[C:17](=O)([O-])[O-:18].[Cs+].[Cs+].CN(C=O)C, predict the reaction product. The product is: [Cl:1][C:2]1[N:3]=[N:4][C:5]([C:8]2[CH:9]=[N:10][N:11]([CH:14]3[CH2:16][CH2:17][O:18][CH2:15]3)[CH:12]=2)=[CH:6][CH:7]=1. (7) Given the reactants [NH2:1][CH:2]1[CH2:7][CH2:6][CH2:5][N:4]([C:8]([O:10][C:11]([CH3:14])([CH3:13])[CH3:12])=[O:9])[CH2:3]1.[NH2:15][C:16]1[C:21]([C:22]#[N:23])=[CH:20][CH:19]=[C:18](Cl)[N:17]=1.C(N(C(C)C)CC)(C)C, predict the reaction product. The product is: [NH2:15][C:16]1[N:17]=[C:18]([NH:1][CH:2]2[CH2:7][CH2:6][CH2:5][N:4]([C:8]([O:10][C:11]([CH3:14])([CH3:13])[CH3:12])=[O:9])[CH2:3]2)[CH:19]=[CH:20][C:21]=1[C:22]#[N:23]. (8) Given the reactants [Br:1][C:2]1[CH:3]=[N:4][C:5]2[N:6]([N:8]=[C:9]([C:11]([OH:13])=O)[CH:10]=2)[CH:7]=1.[CH3:14][CH:15]1[C:24]2[C:19](=[CH:20][CH:21]=[C:22]([N:25]3[CH2:29][CH2:28][CH2:27][CH2:26]3)[CH:23]=2)[CH2:18][CH2:17][NH:16]1, predict the reaction product. The product is: [Br:1][C:2]1[CH:3]=[N:4][C:5]2[N:6]([N:8]=[C:9]([C:11]([N:16]3[CH2:17][CH2:18][C:19]4[C:24](=[CH:23][C:22]([N:25]5[CH2:29][CH2:28][CH2:27][CH2:26]5)=[CH:21][CH:20]=4)[CH:15]3[CH3:14])=[O:13])[CH:10]=2)[CH:7]=1.